Dataset: Forward reaction prediction with 1.9M reactions from USPTO patents (1976-2016). Task: Predict the product of the given reaction. (1) Given the reactants [C:1]([O:5][C:6]([N:8]1[CH2:23][CH2:22][C:11]2[NH:12][C:13]3[CH:14]=[CH:15][C:16]([C:19]([OH:21])=O)=[CH:17][C:18]=3[C:10]=2[CH2:9]1)=[O:7])([CH3:4])([CH3:3])[CH3:2].[CH3:24][CH:25]1[CH2:30][CH2:29][NH:28][CH2:27][CH2:26]1.C(N(C(C)C)CC)(C)C.CN(C(ON1N=NC2C=CC=NC1=2)=[N+](C)C)C.F[P-](F)(F)(F)(F)F, predict the reaction product. The product is: [CH3:24][CH:25]1[CH2:30][CH2:29][N:28]([C:19]([C:16]2[CH:15]=[CH:14][C:13]3[NH:12][C:11]4[CH2:22][CH2:23][N:8]([C:6]([O:5][C:1]([CH3:2])([CH3:4])[CH3:3])=[O:7])[CH2:9][C:10]=4[C:18]=3[CH:17]=2)=[O:21])[CH2:27][CH2:26]1. (2) Given the reactants [CH3:1][N:2]([CH3:23])[CH2:3][CH2:4][CH2:5][N:6]1[CH2:14][C:13]2[C:8](=[CH:9][CH:10]=[C:11]([C:15]3[S:19][C:18]([CH:20]=O)=[CH:17][CH:16]=3)[CH:12]=2)[C:7]1=[O:22].[NH:24]1[CH2:30][C:28](=[O:29])[NH:27][C:25]1=[S:26], predict the reaction product. The product is: [CH3:1][N:2]([CH3:23])[CH2:3][CH2:4][CH2:5][N:6]1[CH2:14][C:13]2[C:8](=[CH:9][CH:10]=[C:11]([C:15]3[S:19][C:18](/[CH:20]=[C:30]4/[NH:24][C:25](=[S:26])[NH:27][C:28]/4=[O:29])=[CH:17][CH:16]=3)[CH:12]=2)[C:7]1=[O:22]. (3) Given the reactants [Cl:1][C:2]1[CH:3]=[C:4]([C:12]2[O:16][N:15]=[C:14]([C:17]3[C:18]([CH3:38])=[C:19]4[C:24](=[CH:25][CH:26]=3)[CH2:23][N:22]([C:27](=[O:37])[CH2:28][NH:29]C(=O)OC(C)(C)C)[CH2:21][CH2:20]4)[N:13]=2)[CH:5]=[N:6][C:7]=1[O:8][CH:9]([CH3:11])[CH3:10].FC(F)(F)C(O)=O, predict the reaction product. The product is: [Cl:1][C:2]1[CH:3]=[C:4]([C:12]2[O:16][N:15]=[C:14]([C:17]3[C:18]([CH3:38])=[C:19]4[C:24](=[CH:25][CH:26]=3)[CH2:23][N:22]([C:27](=[O:37])[CH2:28][NH2:29])[CH2:21][CH2:20]4)[N:13]=2)[CH:5]=[N:6][C:7]=1[O:8][CH:9]([CH3:11])[CH3:10]. (4) Given the reactants Cl.Cl.[NH:3]1[CH2:8][CH2:7][CH:6]([NH:9][C:10]2[CH:17]=[CH:16][C:13]([C:14]#[N:15])=[CH:12][N:11]=2)[CH2:5][CH2:4]1.C(O)(=O)C.C(N(C(C)C)C(C)C)C.[CH2:31]([O:33][C:34]1[CH:35]=[C:36]([CH:39]=[CH:40][C:41]=1[CH3:42])[CH:37]=O)[CH3:32].C([BH3-])#N.[Na+], predict the reaction product. The product is: [CH2:31]([O:33][C:34]1[CH:35]=[C:36]([CH:39]=[CH:40][C:41]=1[CH3:42])[CH2:37][N:3]1[CH2:4][CH2:5][CH:6]([NH:9][C:10]2[CH:17]=[CH:16][C:13]([C:14]#[N:15])=[CH:12][N:11]=2)[CH2:7][CH2:8]1)[CH3:32]. (5) Given the reactants [Cl:1][C:2]1[CH:3]=[C:4]([CH:16]=[CH:17][CH:18]=1)[O:5][C:6]1[CH:11]=[CH:10][C:9]([N+:12]([O-])=O)=[C:8]([CH3:15])[CH:7]=1.[Cl-].[NH4+], predict the reaction product. The product is: [Cl:1][C:2]1[CH:3]=[C:4]([CH:16]=[CH:17][CH:18]=1)[O:5][C:6]1[CH:11]=[CH:10][C:9]([NH2:12])=[C:8]([CH3:15])[CH:7]=1. (6) Given the reactants [N+:1]([C:4]1[CH:5]=[C:6]([S:10](Cl)(=[O:12])=[O:11])[CH:7]=[CH:8][CH:9]=1)([O-:3])=[O:2].[C:14]([N:24]1[CH2:27][CH:26]([C:28]2[CH:33]=[CH:32][C:31]([N:34]3[CH2:38][C@H:37]([CH2:39][OH:40])[O:36][C:35]3=[O:41])=[CH:30][C:29]=2[F:42])[CH2:25]1)([O:16][CH2:17][C:18]1[CH:23]=[CH:22][CH:21]=[CH:20][CH:19]=1)=[O:15].C(N(CC)CC)C.O, predict the reaction product. The product is: [C:14]([N:24]1[CH2:27][CH:26]([C:28]2[CH:33]=[CH:32][C:31]([N:34]3[CH2:38][C@H:37]([CH2:39][O:40][S:10]([C:6]4[CH:7]=[CH:8][CH:9]=[C:4]([N+:1]([O-:3])=[O:2])[CH:5]=4)(=[O:11])=[O:12])[O:36][C:35]3=[O:41])=[CH:30][C:29]=2[F:42])[CH2:25]1)([O:16][CH2:17][C:18]1[CH:23]=[CH:22][CH:21]=[CH:20][CH:19]=1)=[O:15]. (7) Given the reactants C([N:5]1[C:9]([NH:10]C(=O)C(F)(F)F)=[C:8]([C:17]2[CH:22]=[C:21]([Cl:23])[CH:20]=[CH:19][C:18]=2[O:24][C:25]2[CH:30]=[CH:29][C:28]([S:31]([N:34](CC3C=CC(OC)=CC=3OC)[C:35]3[S:39][N:38]=[CH:37][N:36]=3)(=[O:33])=[O:32])=[CH:27][C:26]=2[C:51]#[N:52])[CH:7]=[N:6]1)(C)(C)C.Cl, predict the reaction product. The product is: [NH2:10][C:9]1[NH:5][N:6]=[CH:7][C:8]=1[C:17]1[CH:22]=[C:21]([Cl:23])[CH:20]=[CH:19][C:18]=1[O:24][C:25]1[CH:30]=[CH:29][C:28]([S:31]([NH:34][C:35]2[S:39][N:38]=[CH:37][N:36]=2)(=[O:32])=[O:33])=[CH:27][C:26]=1[C:51]#[N:52].